Dataset: Forward reaction prediction with 1.9M reactions from USPTO patents (1976-2016). Task: Predict the product of the given reaction. (1) Given the reactants [Br:1][C:2]1[CH:3]=[C:4]([CH:7]=[CH:8][C:9]=1[OH:10])[CH:5]=[O:6].C(=O)([O-])[O-].[Cs+].[Cs+].Br[CH2:18][C:19]([O:21][C:22]([CH3:25])([CH3:24])[CH3:23])=[O:20], predict the reaction product. The product is: [Br:1][C:2]1[CH:3]=[C:4]([CH:5]=[O:6])[CH:7]=[CH:8][C:9]=1[O:10][CH2:18][C:19]([O:21][C:22]([CH3:25])([CH3:24])[CH3:23])=[O:20]. (2) Given the reactants Cl[C:2]1[C:11]2[C:6](=[CH:7][CH:8]=[CH:9][CH:10]=2)[NH:5][C:4](=[O:12])[C:3]=1[C:13]([O:15][CH3:16])=[O:14].[CH3:17][O:18][C:19]1[CH:26]=[CH:25][C:22]([CH2:23][NH2:24])=[CH:21][CH:20]=1, predict the reaction product. The product is: [CH3:17][O:18][C:19]1[CH:26]=[CH:25][C:22]([CH2:23][NH:24][C:2]2[C:11]3[C:6](=[CH:7][CH:8]=[CH:9][CH:10]=3)[NH:5][C:4](=[O:12])[C:3]=2[C:13]([O:15][CH3:16])=[O:14])=[CH:21][CH:20]=1. (3) Given the reactants N1(CC2N3C=C(C)C=CC3=NC=2C2C=CC(C)=CC=2)C=CN=C1.Cl.Cl[CH2:26][C:27]1[N:31]2[CH:32]=[CH:33][CH:34]=[CH:35][C:30]2=[N:29][C:28]=1[C:36]1[CH:41]=[CH:40][C:39]([Cl:42])=[CH:38][CH:37]=1.[NH:43]1[C:51]2[C:46](=[CH:47][CH:48]=[CH:49][CH:50]=2)[CH:45]=[C:44]1[C:52]([O:54][CH2:55][CH3:56])=[O:53], predict the reaction product. The product is: [Cl:42][C:39]1[CH:40]=[CH:41][C:36]([C:28]2[N:29]=[C:30]3[CH:35]=[CH:34][CH:33]=[CH:32][N:31]3[C:27]=2[CH2:26][N:43]2[C:51]3[C:46](=[CH:47][CH:48]=[CH:49][CH:50]=3)[CH:45]=[C:44]2[C:52]([O:54][CH2:55][CH3:56])=[O:53])=[CH:37][CH:38]=1. (4) Given the reactants C(O[C:6](=O)[N:7]([C@H:9]1[CH2:14][CH2:13][C@H:12]([C:15]#[C:16][CH2:17][N:18]([CH2:20][CH:21]=[CH2:22])[CH3:19])[CH2:11][CH2:10]1)C)(C)(C)C.C(O)(C(F)(F)F)=O, predict the reaction product. The product is: [CH2:20]([N:18]([CH3:19])[CH2:17][C:16]#[C:15][C@H:12]1[CH2:13][CH2:14][C@H:9]([NH:7][CH3:6])[CH2:10][CH2:11]1)[CH:21]=[CH2:22]. (5) Given the reactants C(OC([N:8]1[C@H:12]([C:13](=[O:45])[NH:14][C@:15]2([C:20]([NH:22][S:23]([C:26]3[CH:31]=[CH:30][CH:29]=[CH:28][C:27]=3[NH:32][CH2:33][CH2:34][CH2:35][CH2:36][NH:37][CH2:38][CH2:39][CH2:40][C:41]([O:43]C)=[O:42])(=[O:25])=[O:24])=[O:21])[CH2:17][C@H:16]2[CH:18]=[CH2:19])[CH2:11][C@@H:10]([O:46][C:47]([N:49]2[CH2:57][C:56]3[C:51](=[CH:52][CH:53]=[CH:54][C:55]=3[F:58])[CH2:50]2)=[O:48])[CH2:9]1)=O)(C)(C)C.[C:59](O)(C(F)(F)F)=O, predict the reaction product. The product is: [C:41]([CH2:40][CH2:39][CH2:38][N:37]([CH3:59])[CH2:36][CH2:35][CH2:34][CH2:33][NH:32][C:27]1[CH:28]=[CH:29][CH:30]=[CH:31][C:26]=1[S:23]([NH:22][C:20]([C@@:15]1([NH:14][C:13]([C@H:12]2[NH:8][CH2:9][C@H:10]([O:46][C:47]([N:49]3[CH2:57][C:56]4[C:51](=[CH:52][CH:53]=[CH:54][C:55]=4[F:58])[CH2:50]3)=[O:48])[CH2:11]2)=[O:45])[CH2:17][C@H:16]1[CH:18]=[CH2:19])=[O:21])(=[O:24])=[O:25])([OH:43])=[O:42]. (6) The product is: [O:30]=[C:28]1[CH2:27][C:23]2([CH2:26][CH2:25][CH2:24]2)[N:17]([C:15]([O:14][CH2:7][C:8]2[CH:13]=[CH:12][CH:11]=[CH:10][CH:9]=2)=[O:16])[CH:18]1[C:19]([O:21][CH3:22])=[O:20]. Given the reactants CC(C)([O-])C.[K+].[CH2:7]([O:14][C:15]([N:17]([C:23]1([CH2:27][C:28]([O:30]C)=O)[CH2:26][CH2:25][CH2:24]1)[CH2:18][C:19]([O:21][CH3:22])=[O:20])=[O:16])[C:8]1[CH:13]=[CH:12][CH:11]=[CH:10][CH:9]=1, predict the reaction product.